This data is from Full USPTO retrosynthesis dataset with 1.9M reactions from patents (1976-2016). The task is: Predict the reactants needed to synthesize the given product. (1) Given the product [CH:1]1([C:7]2[N:16]3[C:10]([CH:11]([CH2:44][C:37]4[C:38]5[C:43](=[CH:42][CH:41]=[CH:40][CH:39]=5)[NH:35][CH:36]=4)[C:12](=[O:34])[N:13]([CH2:21][C:22]([N:24]([CH:31]([CH3:32])[CH3:33])[C:25]4[CH:30]=[CH:29][CH:28]=[CH:27][CH:26]=4)=[O:23])[C:14]4[CH:20]=[CH:19][CH:18]=[CH:17][C:15]=43)=[N:9][N:8]=2)[CH2:6][CH2:5][CH2:4][CH2:3][CH2:2]1, predict the reactants needed to synthesize it. The reactants are: [CH:1]1([C:7]2[N:16]3[C:10]([CH2:11][C:12](=[O:34])[N:13]([CH2:21][C:22]([N:24]([CH:31]([CH3:33])[CH3:32])[C:25]4[CH:30]=[CH:29][CH:28]=[CH:27][CH:26]=4)=[O:23])[C:14]4[CH:20]=[CH:19][CH:18]=[CH:17][C:15]=43)=[N:9][N:8]=2)[CH2:6][CH2:5][CH2:4][CH2:3][CH2:2]1.[NH:35]1[C:43]2[C:38](=[CH:39][CH:40]=[CH:41][CH:42]=2)[C:37]([CH:44]=O)=[CH:36]1. (2) Given the product [NH2:11][C:14]1[CH:15]=[C:16]([CH:17]=[CH:18][CH:19]=1)[O:20][CH2:3][CH2:4][N:5]1[CH2:10][CH2:9][O:8][CH2:7][CH2:6]1, predict the reactants needed to synthesize it. The reactants are: Cl.Cl[CH2:3][CH2:4][N:5]1[CH2:10][CH2:9][O:8][CH2:7][CH2:6]1.[N+:11]([C:14]1[CH:15]=[C:16]([OH:20])[CH:17]=[CH:18][CH:19]=1)([O-])=O.